This data is from Forward reaction prediction with 1.9M reactions from USPTO patents (1976-2016). The task is: Predict the product of the given reaction. (1) Given the reactants [F:1][C:2]([F:26])([F:25])[C:3]1[CH:4]=[C:5]([CH:18]=[C:19]([C:21]([F:24])([F:23])[F:22])[CH:20]=1)[O:6][CH2:7][CH2:8][CH2:9][CH2:10][CH2:11][CH2:12][C:13]([O:15]CC)=[O:14].[OH-].[Na+], predict the reaction product. The product is: [F:1][C:2]([F:25])([F:26])[C:3]1[CH:4]=[C:5]([CH:18]=[C:19]([C:21]([F:23])([F:24])[F:22])[CH:20]=1)[O:6][CH2:7][CH2:8][CH2:9][CH2:10][CH2:11][CH2:12][C:13]([OH:15])=[O:14]. (2) Given the reactants Cl.[Br:2][C:3]1[CH:4]=[CH:5][C:6]([O:36]COC)=[C:7]([C@:9]([NH:29][S@](C(C)(C)C)=O)([C:15]2[CH:20]=[C:19]([N:21]3[CH2:26][CH2:25][O:24][CH2:23][CH2:22]3)[N:18]=[C:17]([F:27])[C:16]=2[Cl:28])[CH2:10][O:11][CH2:12][C:13]#[N:14])[CH:8]=1.C[Al](C)C.C(C(C(C([O-])=O)O)O)([O-])=O.[Na+].[K+], predict the reaction product. The product is: [NH2:14][C:13]1[CH2:12][O:11][CH2:10][C@:9]([C:7]2[CH:8]=[C:3]([Br:2])[CH:4]=[CH:5][C:6]=2[OH:36])([C:15]2[CH:20]=[C:19]([N:21]3[CH2:26][CH2:25][O:24][CH2:23][CH2:22]3)[N:18]=[C:17]([F:27])[C:16]=2[Cl:28])[N:29]=1. (3) Given the reactants [Cl:1][C:2]1[CH:8]=[C:7]([C:9]([F:12])([F:11])[F:10])[CH:6]=[C:5]([Cl:13])[C:3]=1[NH2:4].C([Li])CCC.[CH3:19][Si:20](Cl)([CH3:22])[CH3:21], predict the reaction product. The product is: [CH3:19][Si:20]([CH3:22])([CH3:21])[NH:4][C:3]1[C:2]([Cl:1])=[CH:8][C:7]([C:9]([F:12])([F:11])[F:10])=[CH:6][C:5]=1[Cl:13]. (4) Given the reactants O1CCOCC1.Br[C:8]1[CH:16]=[C:15]2[C:11]([C:12]([C:29]3[C:34]([F:35])=[CH:33][N:32]=[CH:31][N:30]=3)([CH3:28])[N:13]([C@@H](C3C=CC(OC)=CC=3)C)[C:14]2=[O:17])=[CH:10][CH:9]=1.CC1(C)C(C)(C)OB([C:44]2[CH:45]=[N:46][N:47](C(OC(C)(C)C)=O)[CH:48]=2)O1.C(=O)([O-])[O-].[Na+].[Na+], predict the reaction product. The product is: [F:35][C:34]1[C:29]([C:12]2([CH3:28])[C:11]3[C:15](=[CH:16][C:8]([C:44]4[CH:45]=[N:46][NH:47][CH:48]=4)=[CH:9][CH:10]=3)[C:14](=[O:17])[NH:13]2)=[N:30][CH:31]=[N:32][CH:33]=1. (5) Given the reactants C(OC([NH:11][C@H:12]1[CH2:17][CH2:16][N:15]([C:18]2[CH:23]=[CH:22][N:21]=[C:20]([C:24]([O:26][CH3:27])=[O:25])[CH:19]=2)[CH2:14][C@H:13]1[O:28][CH3:29])=O)C1C=CC=CC=1.[H][H], predict the reaction product. The product is: [NH2:11][C@H:12]1[CH2:17][CH2:16][N:15]([C:18]2[CH:23]=[CH:22][N:21]=[C:20]([C:24]([O:26][CH3:27])=[O:25])[CH:19]=2)[CH2:14][C@H:13]1[O:28][CH3:29]. (6) Given the reactants Cl.[CH3:2][C:3]1[N:4]=[C:5]([C:13]2[CH:18]=[CH:17][CH:16]=[CH:15][CH:14]=2)[N:6]2[C:11]=1[CH:10]=[N:9][C:8]([NH2:12])=[N:7]2.Br[C:20]1[CH:25]=[CH:24][C:23]([N:26]([CH3:30])[C:27]([NH2:29])=[O:28])=[CH:22][CH:21]=1.C(P(C(C)(C)C)C1C=CC=CC=1C1C=CC=CC=1)(C)(C)C.CC(C)([O-])C.[Na+], predict the reaction product. The product is: [CH3:30][N:26]([C:23]1[CH:24]=[CH:25][C:20]([NH:12][C:8]2[N:9]=[CH:10][C:11]3=[C:3]([CH3:2])[N:4]=[C:5]([C:13]4[CH:14]=[CH:15][CH:16]=[CH:17][CH:18]=4)[N:6]3[N:7]=2)=[CH:21][CH:22]=1)[C:27]([NH2:29])=[O:28].